This data is from Forward reaction prediction with 1.9M reactions from USPTO patents (1976-2016). The task is: Predict the product of the given reaction. Given the reactants [Br:1][C:2]1[CH:11]=[CH:10][C:9]2[N:8]=[CH:7][C:6]3[N:12]([CH3:23])[C:13](=[O:22])[N:14]([C:15]4[C:16]([CH3:21])=[N:17][N:18]([CH3:20])[CH:19]=4)[C:5]=3[C:4]=2[CH:3]=1.NC1C(C)=NN(C[CH2:31][OH:32])C=1, predict the reaction product. The product is: [Br:1][C:2]1[CH:11]=[CH:10][C:9]2[N:8]=[CH:7][C:6]3[N:12]([CH3:23])[C:13](=[O:22])[N:14]([C:15]4[C:16]([CH3:21])=[N:17][N:18]([CH2:20][CH2:31][OH:32])[CH:19]=4)[C:5]=3[C:4]=2[CH:3]=1.